Dataset: Forward reaction prediction with 1.9M reactions from USPTO patents (1976-2016). Task: Predict the product of the given reaction. (1) Given the reactants [NH:1]1[CH:5]=[CH:4][N:3]=[CH:2]1.[Br:6][C:7]1[CH:12]=[C:11]([Cl:13])[CH:10]=[C:9]([CH2:14]Br)[CH:8]=1, predict the reaction product. The product is: [Br:6][C:7]1[CH:8]=[C:9]([CH:10]=[C:11]([Cl:13])[CH:12]=1)[CH2:14][N:1]1[CH:5]=[CH:4][N:3]=[CH:2]1. (2) Given the reactants Cl[C:2]1[N:3]=[N+:4]([O-:15])[C:5]2[CH:14]=[C:13]3[C:9]([CH2:10][CH2:11][CH2:12]3)=[CH:8][C:6]=2[N:7]=1.[CH3:16][O:17][CH2:18][CH2:19][N:20]([CH3:25])[CH2:21][CH2:22][CH2:23][NH2:24], predict the reaction product. The product is: [CH3:16][O:17][CH2:18][CH2:19][N:20]([CH3:25])[CH2:21][CH2:22][CH2:23][NH:24][C:2]1[N:3]=[N+:4]([O-:15])[C:5]2[CH:14]=[C:13]3[C:9]([CH2:10][CH2:11][CH2:12]3)=[CH:8][C:6]=2[N:7]=1. (3) The product is: [CH2:36]([O:29][C:28](=[O:30])[C:27]1[CH:31]=[CH:32][C:24]([NH:23][C:21]([C:18]2[CH:19]=[CH:20][C:15]3[O:14][CH2:13][CH2:12][N:11]([S:8]([C:6]4[CH:7]=[C:2]([Cl:1])[CH:3]=[CH:4][C:5]=4[O:34][CH3:35])(=[O:10])=[O:9])[C:16]=3[CH:17]=2)=[O:22])=[CH:25][C:26]=1[CH3:33])[CH3:37]. Given the reactants [Cl:1][C:2]1[CH:3]=[CH:4][C:5]([O:34][CH3:35])=[C:6]([S:8]([N:11]2[C:16]3[CH:17]=[C:18]([C:21]([NH:23][C:24]4[CH:32]=[CH:31][C:27]([C:28]([OH:30])=[O:29])=[C:26]([CH3:33])[CH:25]=4)=[O:22])[CH:19]=[CH:20][C:15]=3[O:14][CH2:13][CH2:12]2)(=[O:10])=[O:9])[CH:7]=1.[CH2:36](OC(=O)C1C=CC(N)=CC=1C)[CH3:37], predict the reaction product.